From a dataset of Full USPTO retrosynthesis dataset with 1.9M reactions from patents (1976-2016). Predict the reactants needed to synthesize the given product. (1) Given the product [NH2:24][C:21]1[CH:22]=[CH:23][C:18]([C:15](=[O:17])/[CH:16]=[CH:13]/[C:10]2[CH:11]=[C:12]3[C:7](=[CH:8][CH:9]=2)[NH:6][N:5]=[C:4]3[CH3:3])=[C:19]([CH3:28])[CH:20]=1, predict the reactants needed to synthesize it. The reactants are: [OH-].[K+].[CH3:3][C:4]1[C:12]2[C:7](=[CH:8][CH:9]=[C:10]([CH:13]=O)[CH:11]=2)[NH:6][N:5]=1.[C:15]([C:18]1[CH:23]=[CH:22][C:21]([NH:24]C(=O)C)=[CH:20][C:19]=1[CH3:28])(=[O:17])[CH3:16].Cl.C([O-])(O)=O.[Na+]. (2) The reactants are: [H-].[Al+3].[Li+].[H-].[H-].[H-].[CH2:7]([S:14][C:15]1([CH2:25][N+:26]([O-])=O)[CH2:24][CH2:23][C:18]2([O:22][CH2:21][CH2:20][O:19]2)[CH2:17][CH2:16]1)[C:8]1[CH:13]=[CH:12][CH:11]=[CH:10][CH:9]=1.C(O)C.O. Given the product [CH2:7]([S:14][C:15]1([CH2:25][NH2:26])[CH2:24][CH2:23][C:18]2([O:19][CH2:20][CH2:21][O:22]2)[CH2:17][CH2:16]1)[C:8]1[CH:13]=[CH:12][CH:11]=[CH:10][CH:9]=1, predict the reactants needed to synthesize it. (3) Given the product [CH2:24]([C:18]1[CH:19]=[C:20]([Br:23])[CH:21]=[CH:22][C:17]=1[C:16]([NH:15][C:34]1([C:35]([OH:32])=[O:36])[CH2:24][C:18]2[C:17](=[CH:22][CH:21]=[CH:20][CH:19]=2)[CH2:16]1)=[O:31])[C:25]1[CH:30]=[CH:29][CH:28]=[CH:27][CH:26]=1, predict the reactants needed to synthesize it. The reactants are: C(OC(C1CC2C(=CC=CC=2)C1[NH:15][C:16](=[O:31])[C:17]1[CH:22]=[CH:21][C:20]([Br:23])=[CH:19][C:18]=1[CH2:24][C:25]1[CH:30]=[CH:29][CH:28]=[CH:27][CH:26]=1)=O)C.[OH-:32].[K+].[CH3:34][CH2:35][OH:36]. (4) Given the product [Cl:1][C:2]1[C:19]([F:20])=[CH:18][CH:17]=[C:16]([F:21])[C:3]=1[CH2:4][N:5]1[CH2:10][CH2:9][NH:8][C:7]2[N:11]=[CH:12][C:13]([C:32]3[CH:31]=[N:30][C:29]([N:26]4[CH2:25][CH2:24][N:23]([CH3:22])[CH2:28][CH2:27]4)=[CH:34][CH:33]=3)=[CH:14][C:6]1=2, predict the reactants needed to synthesize it. The reactants are: [Cl:1][C:2]1[C:19]([F:20])=[CH:18][CH:17]=[C:16]([F:21])[C:3]=1[CH2:4][N:5]1[CH2:10][CH2:9][NH:8][C:7]2[N:11]=[CH:12][C:13](I)=[CH:14][C:6]1=2.[CH3:22][N:23]1[CH2:28][CH2:27][N:26]([C:29]2[CH:34]=[CH:33][C:32](B3OC(C)(C)C(C)(C)O3)=[CH:31][N:30]=2)[CH2:25][CH2:24]1. (5) Given the product [F:1][C:2]1[C:3]([F:12])=[CH:4][C:5]([NH:16][CH2:13][CH2:14][CH3:15])=[C:6]([N+:8]([O-:10])=[O:9])[CH:7]=1, predict the reactants needed to synthesize it. The reactants are: [F:1][C:2]1[CH:7]=[C:6]([N+:8]([O-:10])=[O:9])[C:5](F)=[CH:4][C:3]=1[F:12].[CH2:13]([NH2:16])[CH2:14][CH3:15].C([O-])([O-])=O.[K+].[K+]. (6) Given the product [Cl:13][C:14]1[C:15]([O:21][CH3:22])=[CH:16][C:17]([CH3:20])=[C:18]([C:2](=[O:8])[C:3]([O:5][CH2:6][CH3:7])=[O:4])[CH:19]=1, predict the reactants needed to synthesize it. The reactants are: Cl[C:2](=[O:8])[C:3]([O:5][CH2:6][CH3:7])=[O:4].[Cl-].[Cl-].[Cl-].[Al+3].[Cl:13][C:14]1[CH:19]=[CH:18][C:17]([CH3:20])=[CH:16][C:15]=1[O:21][CH3:22]. (7) The reactants are: [NH:1]1[CH2:6][CH2:5][CH:4]([N:7]2[C:15]3[C:10](=[N:11][CH:12]=[CH:13][CH:14]=3)[NH:9][C:8]2=[O:16])[CH2:3][CH2:2]1.Cl[C:18]1[N:23]=[CH:22][N:21]=[C:20]([C:24]([C:26]2[CH:27]=[C:28]3[C:32](=[C:33]([CH3:35])[CH:34]=2)[N:31]([CH3:36])[N:30]=[CH:29]3)=[O:25])[CH:19]=1. Given the product [CH3:36][N:31]1[C:32]2[C:28](=[CH:27][C:26]([C:24]([C:20]3[N:21]=[CH:22][N:23]=[C:18]([N:1]4[CH2:2][CH2:3][CH:4]([N:7]5[C:15]6[C:10](=[N:11][CH:12]=[CH:13][CH:14]=6)[NH:9][C:8]5=[O:16])[CH2:5][CH2:6]4)[CH:19]=3)=[O:25])=[CH:34][C:33]=2[CH3:35])[CH:29]=[N:30]1, predict the reactants needed to synthesize it. (8) Given the product [ClH:1].[Cl:13][CH2:12][C:4]1[N:3]=[C:2]([NH:23][CH2:22][C:19]2[CH:20]=[CH:21][C:16]([O:15][CH3:14])=[CH:17][CH:18]=2)[C:11]2[C:6](=[CH:7][CH:8]=[CH:9][CH:10]=2)[N:5]=1, predict the reactants needed to synthesize it. The reactants are: [Cl:1][C:2]1[C:11]2[C:6](=[CH:7][CH:8]=[CH:9][CH:10]=2)[N:5]=[C:4]([CH2:12][Cl:13])[N:3]=1.[CH3:14][O:15][C:16]1[CH:21]=[CH:20][C:19]([CH2:22][NH2:23])=[CH:18][CH:17]=1.Cl.